This data is from Catalyst prediction with 721,799 reactions and 888 catalyst types from USPTO. The task is: Predict which catalyst facilitates the given reaction. Reactant: [C:1]([NH:4][C:5]1[CH:13]=[C:12]([C:14]2[C:19]([C:20]([F:23])([F:22])[F:21])=[CH:18][CH:17]=[CH:16][N:15]=2)[CH:11]=[CH:10][C:6]=1[C:7]([NH2:9])=[O:8])(=O)[CH3:2]. Product: [CH3:2][C:1]1[N:9]=[C:7]([OH:8])[C:6]2[C:5](=[CH:13][C:12]([C:14]3[C:19]([C:20]([F:23])([F:22])[F:21])=[CH:18][CH:17]=[CH:16][N:15]=3)=[CH:11][CH:10]=2)[N:4]=1. The catalyst class is: 74.